This data is from Full USPTO retrosynthesis dataset with 1.9M reactions from patents (1976-2016). The task is: Predict the reactants needed to synthesize the given product. (1) Given the product [NH:53]1[C:54]2[C:59](=[CH:58][CH:57]=[CH:56][CH:55]=2)[CH:60]=[C:52]1[C:46]1[C:45]2[C:49](=[CH:50][CH:51]=[C:43]([O:42][P:41]([C:62]3[CH:63]=[CH:64][CH:65]=[CH:66][CH:67]=3)(=[O:40])[OH:61])[CH:44]=2)[NH:48][N:47]=1, predict the reactants needed to synthesize it. The reactants are: C(NP(CC1C=C2C(=CC=1)NN=C2C1NC2C(C=1)=CC=CC=2)(C1C=CC=CC=1)=O)C.[N+](C1C=CC([O:40][P:41]([C:62]2[CH:67]=[CH:66][CH:65]=[CH:64][CH:63]=2)(=[O:61])[O:42][C:43]2[CH:44]=[C:45]3[C:49](=[CH:50][CH:51]=2)[NH:48][N:47]=[C:46]3[C:52]2[NH:53][C:54]3[C:59]([CH:60]=2)=[CH:58][CH:57]=[CH:56][CH:55]=3)=CC=1)([O-])=O.C(NCC)C.N12CCCN=C1CCCCC2. (2) Given the product [CH:13]1[C:14]2[CH:2]([O:1][C:16](=[O:17])[CH:20]=[CH2:19])[C:3]3[C:8](=[CH:7][CH:6]=[CH:5][CH:4]=3)[C:9]=2[CH:10]=[CH:11][CH:12]=1, predict the reactants needed to synthesize it. The reactants are: [OH:1][CH:2]1[C:14]2[CH:13]=[CH:12][CH:11]=[CH:10][C:9]=2[C:8]2[C:3]1=[CH:4][CH:5]=[CH:6][CH:7]=2.C[CH:16]1[CH2:20][CH2:19]C[O:17]1.C(N(CC)CC)C.C(Cl)(=O)C=C. (3) Given the product [C:28]1([C:35]2[CH:36]=[CH:37][CH:38]=[CH:39][CH:40]=2)[CH:33]=[CH:32][C:31]([O:8][CH2:7][C:6]2[CH:5]=[CH:4][O:3][C:2]=2[CH3:1])=[CH:30][CH:29]=1, predict the reactants needed to synthesize it. The reactants are: [CH3:1][C:2]1[O:3][CH:4]=[CH:5][C:6]=1[CH2:7][OH:8].C1(P(C2C=CC=CC=2)C2C=CC=CC=2)C=CC=CC=1.[C:28]1([C:35]2[CH:40]=[CH:39][CH:38]=[CH:37][CH:36]=2)[CH:33]=[CH:32][C:31](O)=[CH:30][CH:29]=1.CC(OC(/N=N/C(OC(C)C)=O)=O)C. (4) Given the product [C:26]([O:29][CH2:30][CH2:31][O:23][C:18]1[CH:17]=[CH:16][CH:21]=[CH:20][CH:19]=1)(=[O:28])[CH3:27], predict the reactants needed to synthesize it. The reactants are: ClC1C=CC2N=C(N3CCN(C[C:16]4[CH:17]=[C:18]([OH:23])[CH:19]=[C:20](C)[CH:21]=4)CC3)SC=2C=1.[C:26]([O:29][CH2:30][CH2:31]Br)(=[O:28])[CH3:27].C(=O)([O-])[O-].[Cs+].[Cs+].O.